Dataset: Catalyst prediction with 721,799 reactions and 888 catalyst types from USPTO. Task: Predict which catalyst facilitates the given reaction. (1) Reactant: [Cl:1][C:2]1[CH:7]=[C:6]([OH:8])[CH:5]=[CH:4][C:3]=1[C:9]1[CH:10]=[C:11]2[C:16](=[CH:17][CH:18]=1)[CH:15]=[C:14]([OH:19])[CH:13]=[CH:12]2.C1C(=O)N([Cl:27])C(=O)C1. Product: [Cl:27][C:15]1[C:16]2[C:11](=[CH:10][C:9]([C:3]3[CH:4]=[CH:5][C:6]([OH:8])=[CH:7][C:2]=3[Cl:1])=[CH:18][CH:17]=2)[CH:12]=[CH:13][C:14]=1[OH:19]. The catalyst class is: 1. (2) Reactant: C([O:3][C:4]([C:6]1[NH:7][C:8]2[C:13]([C:14]=1[CH2:15][CH2:16][CH2:17][NH:18][C:19]([O:21][C:22]([CH3:25])([CH3:24])[CH3:23])=[O:20])=[CH:12][C:11]([Br:26])=[CH:10][CH:9]=2)=[O:5])C.O.[OH-].[Li+].Cl. Product: [Br:26][C:11]1[CH:12]=[C:13]2[C:8](=[CH:9][CH:10]=1)[NH:7][C:6]([C:4]([OH:5])=[O:3])=[C:14]2[CH2:15][CH2:16][CH2:17][NH:18][C:19]([O:21][C:22]([CH3:25])([CH3:24])[CH3:23])=[O:20]. The catalyst class is: 200. (3) Reactant: [O:1]=[CH:2][C@H:3]([C@H:5]([C@@H:7]([C@H:9]([CH2:11][OH:12])[OH:10])[OH:8])[OH:6])[OH:4].CC(O[C:17]([CH3:19])=[O:18])=O.C([O:23][CH2:24][CH3:25])(=O)C. Product: [C:2]([O:1][CH:2]1[CH:3]([O:4][C:5](=[O:6])[CH3:7])[CH:5]([O:6][C:9](=[O:10])[CH3:11])[CH:7]([O:8][C:24](=[O:23])[CH3:25])[CH:9]([CH2:11][O:12][C:17](=[O:18])[CH3:19])[O:10]1)(=[O:1])[CH3:3]. The catalyst class is: 17. (4) Reactant: [NH2:1][C:2]1[CH:9]=[CH:8][C:5]([C:6]#[N:7])=[C:4]([Cl:10])[CH:3]=1.[CH2:11](Br)[C:12]1[CH:17]=[CH:16][CH:15]=[CH:14][CH:13]=1.[H-].[Na+]. Product: [Cl:10][C:4]1[CH:3]=[C:2]([N:1]([CH2:6][C:5]2[CH:8]=[CH:9][CH:2]=[CH:3][CH:4]=2)[CH2:11][C:12]2[CH:17]=[CH:16][CH:15]=[CH:14][CH:13]=2)[CH:9]=[CH:8][C:5]=1[C:6]#[N:7]. The catalyst class is: 3.